This data is from Reaction yield outcomes from USPTO patents with 853,638 reactions. The task is: Predict the reaction yield, written as a fraction of the theoretical maximum amount of product (1.0 means a 100% yield; for example, 0.34 means a 34% yield). The reactants are [Cl:1][C:2]1[N:7]=[CH:6][C:5]([CH2:8][OH:9])=[CH:4][N:3]=1.[CH3:10]I.[H-].[Na+]. The catalyst is CN(C=O)C. The product is [Cl:1][C:2]1[N:7]=[CH:6][C:5]([CH2:8][O:9][CH3:10])=[CH:4][N:3]=1. The yield is 0.660.